This data is from Catalyst prediction with 721,799 reactions and 888 catalyst types from USPTO. The task is: Predict which catalyst facilitates the given reaction. (1) Reactant: [CH3:1][C:2]1[CH:7]=[CH:6][CH:5]=[C:4]([N:8]2[CH2:12][CH2:11][C:10]([C:17]3[CH:22]=[C:21]([Cl:23])[C:20]([Cl:24])=[C:19]([Cl:25])[CH:18]=3)([C:13]([F:16])([F:15])[F:14])[CH2:9]2)[N:3]=1.C(=O)([O-])[O-].[Na+].[Na+].[Br:32]Br. Product: [Br:32][C:7]1[C:2]([CH3:1])=[N:3][C:4]([N:8]2[CH2:12][CH2:11][C:10]([C:17]3[CH:18]=[C:19]([Cl:25])[C:20]([Cl:24])=[C:21]([Cl:23])[CH:22]=3)([C:13]([F:14])([F:16])[F:15])[CH2:9]2)=[CH:5][CH:6]=1. The catalyst class is: 4. (2) Reactant: [NH2:1][C:2]1[CH:7]=[CH:6][C:5]([OH:8])=[CH:4][C:3]=1[N+:9]([O-:11])=[O:10].[Br:12][CH2:13][CH2:14][CH2:15][CH2:16][CH2:17][CH2:18][CH2:19][CH2:20][CH2:21][CH2:22][CH2:23][CH2:24]Br.C(=O)([O-])[O-].[K+].[K+]. Product: [Br:12][CH2:13][CH2:14][CH2:15][CH2:16][CH2:17][CH2:18][CH2:19][CH2:20][CH2:21][CH2:22][CH2:23][CH2:24][O:8][C:5]1[CH:6]=[CH:7][C:2]([NH2:1])=[C:3]([N+:9]([O-:11])=[O:10])[CH:4]=1. The catalyst class is: 10. (3) Reactant: Cl.[CH3:2][O:3][CH2:4][CH2:5][N:6]1[CH2:11][CH2:10][CH:9]([C:12]([OH:14])=O)[CH2:8][CH2:7]1.C1(N=C=N)CCCCC1.O.ON1C2C=CC=CC=2N=N1.[NH2:35][CH2:36][C:37]([C:40]1[O:44][C:43]([C:45]2[CH:46]=[CH:47][C:48]([Cl:52])=[C:49]([OH:51])[CH:50]=2)=[C:42]([C:53]2[CH:58]=[CH:57][N:56]=[CH:55][CH:54]=2)[CH:41]=1)([CH3:39])[CH3:38]. Product: [Cl:52][C:48]1[CH:47]=[CH:46][C:45]([C:43]2[O:44][C:40]([C:37]([CH3:39])([CH3:38])[CH2:36][NH:35][C:12]([CH:9]3[CH2:8][CH2:7][N:6]([CH2:5][CH2:4][O:3][CH3:2])[CH2:11][CH2:10]3)=[O:14])=[CH:41][C:42]=2[C:53]2[CH:54]=[CH:55][N:56]=[CH:57][CH:58]=2)=[CH:50][C:49]=1[OH:51]. The catalyst class is: 3. (4) Reactant: [CH:1]1([NH:4][C:5](=[O:43])[NH:6][C:7]2[CH:41]=[CH:40][C:10]([O:11][C:12]3[CH:17]=[CH:16][N:15]=[C:14]4[CH:18]=[C:19]([C:21]5[N:26]=[CH:25][C:24]([CH2:27][N:28]([CH2:36][CH2:37][O:38][CH3:39])C(=O)OC(C)(C)C)=[CH:23][CH:22]=5)[S:20][C:13]=34)=[C:9]([F:42])[CH:8]=2)[CH2:3][CH2:2]1.C(O)(C(F)(F)F)=O.C(OCC)C. Product: [CH:1]1([NH:4][C:5]([NH:6][C:7]2[CH:41]=[CH:40][C:10]([O:11][C:12]3[CH:17]=[CH:16][N:15]=[C:14]4[CH:18]=[C:19]([C:21]5[CH:22]=[CH:23][C:24]([CH2:27][NH:28][CH2:36][CH2:37][O:38][CH3:39])=[CH:25][N:26]=5)[S:20][C:13]=34)=[C:9]([F:42])[CH:8]=2)=[O:43])[CH2:3][CH2:2]1. The catalyst class is: 4. (5) Reactant: [Cl-].[CH2:2]([C@H:7]1[C@H:15]([CH3:16])[O:14][C:13](=[O:17])[C@@H:12]([NH3+:18])[CH2:11][O:10][CH2:9][C@@H:8]1[O:19][CH2:20][CH2:21][CH3:22])[CH2:3][CH:4]([CH3:6])[CH3:5].C1CN([P+](ON2N=NC3C=CC=CC2=3)(N2CCCC2)N2CCCC2)CC1.F[P-](F)(F)(F)(F)F.[OH:56][C:57]1[C:58]([C:65](O)=[O:66])=[N:59][CH:60]=[CH:61][C:62]=1[O:63][CH3:64].C(N(C(C)C)C(C)C)C. Product: [OH:56][C:57]1[C:58]([C:65]([NH:18][C@H:12]2[CH2:11][O:10][CH2:9][C@H:8]([O:19][CH2:20][CH2:21][CH3:22])[C@@H:7]([CH2:2][CH2:3][CH:4]([CH3:6])[CH3:5])[C@H:15]([CH3:16])[O:14][C:13]2=[O:17])=[O:66])=[N:59][CH:60]=[CH:61][C:62]=1[O:63][CH3:64]. The catalyst class is: 2.